From a dataset of NCI-60 drug combinations with 297,098 pairs across 59 cell lines. Regression. Given two drug SMILES strings and cell line genomic features, predict the synergy score measuring deviation from expected non-interaction effect. (1) Drug 1: C1C(C(OC1N2C=NC3=C(N=C(N=C32)Cl)N)CO)O. Drug 2: CC(C)CN1C=NC2=C1C3=CC=CC=C3N=C2N. Cell line: HT29. Synergy scores: CSS=14.4, Synergy_ZIP=-7.54, Synergy_Bliss=-5.06, Synergy_Loewe=-5.33, Synergy_HSA=-9.25. (2) Drug 1: C1CC(=O)NC(=O)C1N2CC3=C(C2=O)C=CC=C3N. Drug 2: COC1=NC(=NC2=C1N=CN2C3C(C(C(O3)CO)O)O)N. Cell line: 786-0. Synergy scores: CSS=0.922, Synergy_ZIP=-3.08, Synergy_Bliss=-7.73, Synergy_Loewe=-5.49, Synergy_HSA=-5.08.